Dataset: Forward reaction prediction with 1.9M reactions from USPTO patents (1976-2016). Task: Predict the product of the given reaction. (1) Given the reactants [CH2:1]([C:3]([C:16]1[CH:29]=[CH:28][C:19]([O:20][CH2:21][C:22](=[O:27])[C:23]([CH3:26])([CH3:25])[CH3:24])=[C:18]([CH3:30])[CH:17]=1)([C:6]1[O:7][C:8]2[CH:14]=[C:13]([OH:15])[CH:12]=[CH:11][C:9]=2[CH:10]=1)[CH2:4][CH3:5])[CH3:2].N1C(C)=CC=CC=1C.[F:39][C:40]([F:53])([F:52])[S:41](O[S:41]([C:40]([F:53])([F:52])[F:39])(=[O:43])=[O:42])(=[O:43])=[O:42], predict the reaction product. The product is: [CH3:26][C:23]([CH3:25])([CH3:24])[C:22](=[O:27])[CH2:21][O:20][C:19]1[CH:28]=[CH:29][C:16]([C:3]([C:6]2[O:7][C:8]3[CH:14]=[C:13]([O:15][S:41]([C:40]([F:53])([F:52])[F:39])(=[O:43])=[O:42])[CH:12]=[CH:11][C:9]=3[CH:10]=2)([CH2:4][CH3:5])[CH2:1][CH3:2])=[CH:17][C:18]=1[CH3:30]. (2) Given the reactants [C:1]([C:4]12[CH2:11][CH2:10][C:7]([NH:12][CH2:13][C:14]([N:16]3[CH2:20][C@@H:19]([F:21])[CH2:18][C@H:17]3[C:22]#[N:23])=[O:15])([CH2:8][CH2:9]1)[CH2:6][CH2:5]2)(O)=[O:2].ON1C2C=CC=CC=2N=N1.Cl.CN(C)CCCN=C=NCC.Cl.[F:47][CH2:48][C@@H:49]([NH2:51])[CH3:50], predict the reaction product. The product is: [F:21][C@@H:19]1[CH2:20][N:16]([C:14](=[O:15])[CH2:13][NH:12][C:7]23[CH2:6][CH2:5][C:4]([C:1]([NH:51][C@@H:49]([CH3:50])[CH2:48][F:47])=[O:2])([CH2:11][CH2:10]2)[CH2:9][CH2:8]3)[C@H:17]([C:22]#[N:23])[CH2:18]1. (3) Given the reactants [F:1][C:2]1[CH:3]=[C:4]([CH2:8][CH2:9][NH:10][C:11]([C:13]2[CH:14]=[N:15][N:16]([CH3:35])[C:17]=2[NH:18][C:19]([C:21]2[CH:26]=[CH:25][CH:24]=[CH:23][C:22]=2[O:27]CC2C=CC=CC=2)=O)=[O:12])[CH:5]=[CH:6][CH:7]=1.CC1C=CC(S(O)(=O)=O)=CC=1, predict the reaction product. The product is: [F:1][C:2]1[CH:3]=[C:4]([CH2:8][CH2:9][N:10]2[C:11](=[O:12])[C:13]3[CH:14]=[N:15][N:16]([CH3:35])[C:17]=3[N:18]=[C:19]2[C:21]2[CH:26]=[CH:25][CH:24]=[CH:23][C:22]=2[OH:27])[CH:5]=[CH:6][CH:7]=1.